Task: Regression/Classification. Given a drug SMILES string, predict its absorption, distribution, metabolism, or excretion properties. Task type varies by dataset: regression for continuous measurements (e.g., permeability, clearance, half-life) or binary classification for categorical outcomes (e.g., BBB penetration, CYP inhibition). Dataset: cyp2c9_veith.. Dataset: CYP2C9 inhibition data for predicting drug metabolism from PubChem BioAssay The molecule is CN1CC[C@]23c4ccccc4N[C@@H]1[C@@]21CCN(C)[C@H]3Nc2ccccc21. The result is 0 (non-inhibitor).